From a dataset of Catalyst prediction with 721,799 reactions and 888 catalyst types from USPTO. Predict which catalyst facilitates the given reaction. (1) Reactant: CO[C:3](=[O:15])[CH2:4][NH:5][C:6]([C:8]1[CH:9]=[N:10][CH:11]=[C:12]([F:14])[CH:13]=1)=[O:7].[CH3:16][NH2:17]. Product: [F:14][C:12]1[CH:11]=[N:10][CH:9]=[C:8]([CH:13]=1)[C:6]([NH:5][CH2:4][C:3](=[O:15])[NH:17][CH3:16])=[O:7]. The catalyst class is: 8. (2) Reactant: [Cl:1][C:2]1[CH:3]=[CH:4][C:5]([O:22][CH2:23][C:24]2[CH:29]=[CH:28][C:27]([F:30])=[CH:26][C:25]=2[F:31])=[C:6]([CH:21]=1)[CH2:7][N:8]1[C:16]2[CH:15]=[CH:14][CH:13]=[C:12]([C:17]([O:19]C)=[O:18])[C:11]=2[CH2:10][CH2:9]1.[OH-].[Na+:33]. Product: [Cl:1][C:2]1[CH:3]=[CH:4][C:5]([O:22][CH2:23][C:24]2[CH:29]=[CH:28][C:27]([F:30])=[CH:26][C:25]=2[F:31])=[C:6]([CH:21]=1)[CH2:7][N:8]1[C:16]2[CH:15]=[CH:14][CH:13]=[C:12]([C:17]([O-:19])=[O:18])[C:11]=2[CH2:10][CH2:9]1.[Na+:33]. The catalyst class is: 88. (3) Reactant: [NH2:1][C:2]1[C:7]2[C:8](=[O:29])[N:9]([C:14]3[CH:19]=[CH:18][C:17]([C:20]4([C:26](O)=[O:27])[CH2:25][CH2:24][CH2:23][CH2:22][CH2:21]4)=[CH:16][CH:15]=3)[CH2:10][C@@H:11]([CH3:13])[O:12][C:6]=2[N:5]=[CH:4][N:3]=1.[NH3:30]. Product: [NH2:1][C:2]1[C:7]2[C:8](=[O:29])[N:9]([C:14]3[CH:15]=[CH:16][C:17]([C:20]4([C:26]([NH2:30])=[O:27])[CH2:25][CH2:24][CH2:23][CH2:22][CH2:21]4)=[CH:18][CH:19]=3)[CH2:10][C@@H:11]([CH3:13])[O:12][C:6]=2[N:5]=[CH:4][N:3]=1. The catalyst class is: 9. (4) Reactant: [CH2:1]([O:8][CH2:9][N:10]1[N:14]=[N:13][CH:12]=[N:11]1)[C:2]1[CH:7]=[CH:6][CH:5]=[CH:4][CH:3]=1.CN(C)CCN(C)C.C([Li])CCC.[CH2:28]([Sn:32](Cl)([CH2:37][CH2:38][CH2:39][CH3:40])[CH2:33][CH2:34][CH2:35][CH3:36])[CH2:29][CH2:30][CH3:31]. Product: [CH2:1]([O:8][CH2:9][N:10]1[N:14]=[N:13][C:12]([Sn:32]([CH2:33][CH2:34][CH2:35][CH3:36])([CH2:37][CH2:38][CH2:39][CH3:40])[CH2:28][CH2:29][CH2:30][CH3:31])=[N:11]1)[C:2]1[CH:3]=[CH:4][CH:5]=[CH:6][CH:7]=1. The catalyst class is: 27.